Predict which catalyst facilitates the given reaction. From a dataset of Catalyst prediction with 721,799 reactions and 888 catalyst types from USPTO. (1) Reactant: [O:1]1[C:5]2[CH:6]=[CH:7][C:8]([C:10]3[CH:15]=[CH:14][N:13]=[C:12]([N:16]([CH3:36])[CH2:17][CH2:18][CH2:19][O:20][C:21]4[CH:22]=[C:23]5[C:27](=[CH:28][CH:29]=4)[C@H:26]([CH2:30][C:31]([O:33]CC)=[O:32])[CH2:25][CH2:24]5)[N:11]=3)=[CH:9][C:4]=2[O:3][CH2:2]1.O.O[Li].O. Product: [O:1]1[C:5]2[CH:6]=[CH:7][C:8]([C:10]3[CH:15]=[CH:14][N:13]=[C:12]([N:16]([CH3:36])[CH2:17][CH2:18][CH2:19][O:20][C:21]4[CH:22]=[C:23]5[C:27](=[CH:28][CH:29]=4)[C@H:26]([CH2:30][C:31]([OH:33])=[O:32])[CH2:25][CH2:24]5)[N:11]=3)=[CH:9][C:4]=2[O:3][CH2:2]1. The catalyst class is: 219. (2) Reactant: [CH2:1]1[O:13][C:12]2[C:11]([O:14][CH3:15])=[CH:10][C:5]([C:6](OC)=[O:7])=[CH:4][C:3]=2[O:2]1.[H-].[Al+3].[Li+].[H-].[H-].[H-]. Product: [CH2:1]1[O:13][C:12]2[C:11]([O:14][CH3:15])=[CH:10][C:5]([CH2:6][OH:7])=[CH:4][C:3]=2[O:2]1. The catalyst class is: 1. (3) Reactant: [CH3:1][C:2]1([CH3:29])[C:10]2[CH:9]=[C:8]3[N:11]=[C:12]([NH:14][C:15](=[O:22])[C:16]4[CH:21]=[CH:20][CH:19]=[CH:18][CH:17]=4)[NH:13][C:7]3=[CH:6][C:5]=2[N:4]([CH2:23][C:24](=[O:27])[CH2:25][CH3:26])[C:3]1=[O:28].[BH4-].[Na+].Cl. Product: [OH:27][CH:24]([CH2:25][CH3:26])[CH2:23][N:4]1[C:5]2[CH:6]=[C:7]3[NH:13][C:12]([NH:14][C:15](=[O:22])[C:16]4[CH:21]=[CH:20][CH:19]=[CH:18][CH:17]=4)=[N:11][C:8]3=[CH:9][C:10]=2[C:2]([CH3:1])([CH3:29])[C:3]1=[O:28]. The catalyst class is: 61.